The task is: Predict the product of the given reaction.. This data is from Forward reaction prediction with 1.9M reactions from USPTO patents (1976-2016). (1) Given the reactants [CH2:1]([P:4]([CH:9]([P:34]([CH2:39][CH:40]=[CH2:41])([CH2:36][CH:37]=[CH2:38])=[O:35])[NH:10][C:11](=[O:33])[NH:12][CH2:13][CH2:14][CH2:15][C:16]([O:18]CC1C2C=CC=CC=2C2C1=CC=CC=2)=[O:17])([CH2:6][CH:7]=[CH2:8])=[O:5])[CH:2]=[CH2:3].N1CCCCC1, predict the reaction product. The product is: [CH2:1]([P:4]([CH:9]([P:34]([CH2:36][CH:37]=[CH2:38])([CH2:39][CH:40]=[CH2:41])=[O:35])[NH:10][C:11](=[O:33])[NH:12][CH2:13][CH2:14][CH2:15][C:16]([OH:18])=[O:17])([CH2:6][CH:7]=[CH2:8])=[O:5])[CH:2]=[CH2:3]. (2) Given the reactants [F:1][C:2]1[CH:3]=[C:4]([NH:9][C:10]([C:12]2[CH:13]=[C:14]([S:19]([Cl:22])(=[O:21])=[O:20])[CH:15]=[CH:16][C:17]=2[F:18])=[O:11])[CH:5]=[CH:6][C:7]=1[F:8].CCN(CC)CC.[NH2:30][CH:31]1[CH:38]2[CH2:39][CH:34]3[CH2:35][CH:36]([CH2:40][CH:32]1[CH2:33]3)[CH2:37]2, predict the reaction product. The product is: [ClH:22].[CH:32]12[CH2:40][CH:36]3[CH2:35][CH:34]([CH2:39][CH:38]([CH2:37]3)[CH:31]1[NH:30][S:19]([C:14]1[CH:15]=[CH:16][C:17]([F:18])=[C:12]([CH:13]=1)[C:10]([NH:9][C:4]1[CH:5]=[CH:6][C:7]([F:8])=[C:2]([F:1])[CH:3]=1)=[O:11])(=[O:21])=[O:20])[CH2:33]2. (3) Given the reactants C(Cl)(=O)C(Cl)=O.CS(C)=O.[CH:11]([N:24]1[CH2:27][CH:26](O)[CH2:25]1)([C:18]1[CH:23]=[CH:22][CH:21]=[CH:20][CH:19]=1)[C:12]1[CH:17]=[CH:16][CH:15]=[CH:14][CH:13]=1.CCN(CC)CC.C(OP([CH2:44]/[CH:45]=[CH:46]/[C:47]([O:49][CH2:50][CH3:51])=[O:48])(OCC)=O)C.[H-].[Na+], predict the reaction product. The product is: [CH:11]([N:24]1[CH2:27][C:26](=[CH:44]/[CH:45]=[CH:46]/[C:47]([O:49][CH2:50][CH3:51])=[O:48])[CH2:25]1)([C:18]1[CH:23]=[CH:22][CH:21]=[CH:20][CH:19]=1)[C:12]1[CH:17]=[CH:16][CH:15]=[CH:14][CH:13]=1. (4) Given the reactants [Cl:1][C:2]1[CH:7]=[C:6]([C:8]([F:11])([F:10])[F:9])[N:5]=[C:4]([C:12]2[CH:17]=[CH:16][N:15]=[CH:14][CH:13]=2)[N:3]=1.[CH3:18][C:19]1[CH:25]=[CH:24][C:23]([CH3:26])=[CH:22][C:20]=1[NH2:21].Cl, predict the reaction product. The product is: [ClH:1].[CH3:18][C:19]1[CH:25]=[CH:24][C:23]([CH3:26])=[CH:22][C:20]=1[NH:21][C:2]1[CH:7]=[C:6]([C:8]([F:11])([F:10])[F:9])[N:5]=[C:4]([C:12]2[CH:17]=[CH:16][N:15]=[CH:14][CH:13]=2)[N:3]=1. (5) Given the reactants [CH:1]1([NH:4][CH:5]2[CH2:10][CH2:9][N:8]([C:11]3[N:16]=[CH:15][C:14]([CH2:17][CH3:18])=[CH:13][N:12]=3)[CH2:7][CH2:6]2)[CH2:3][CH2:2]1.[F:19][C:20]1[CH:21]=[C:22]([CH:26]=[CH:27][C:28]=1[N:29]1[CH:33]=[CH:32][N:31]=[C:30]1[CH3:34])[C:23](O)=[O:24], predict the reaction product. The product is: [CH:1]1([N:4]([CH:5]2[CH2:10][CH2:9][N:8]([C:11]3[N:12]=[CH:13][C:14]([CH2:17][CH3:18])=[CH:15][N:16]=3)[CH2:7][CH2:6]2)[C:23](=[O:24])[C:22]2[CH:26]=[CH:27][C:28]([N:29]3[CH:33]=[CH:32][N:31]=[C:30]3[CH3:34])=[C:20]([F:19])[CH:21]=2)[CH2:2][CH2:3]1. (6) Given the reactants [NH2:1][N:2]1[N:11]=[C:10]([N:12]2[CH2:17][CH2:16][O:15][CH2:14][CH2:13]2)[C:9]2[C:4](=[CH:5][CH:6]=[CH:7][CH:8]=2)[C:3]1=[O:18].[Br:19][C:20]1[CH:25]=[CH:24][CH:23]=[CH:22][C:21]=1[CH2:26][C:27](O)=[O:28], predict the reaction product. The product is: [Br:19][C:20]1[CH:25]=[CH:24][CH:23]=[CH:22][C:21]=1[CH2:26][C:27]([NH:1][N:2]1[N:11]=[C:10]([N:12]2[CH2:17][CH2:16][O:15][CH2:14][CH2:13]2)[C:9]2[C:4](=[CH:5][CH:6]=[CH:7][CH:8]=2)[C:3]1=[O:18])=[O:28]. (7) Given the reactants [CH3:1][C:2]1[CH:7]=[CH:6][N:5]=[CH:4][C:3]=1[N:8]1[CH2:12][CH2:11][NH:10][C:9]1=[O:13].Br[C:15]1[CH:16]=[N:17][N:18]([C:20]([C:33]2[CH:38]=[CH:37][CH:36]=[CH:35][CH:34]=2)([C:27]2[CH:32]=[CH:31][CH:30]=[CH:29][CH:28]=2)[C:21]2[CH:26]=[CH:25][CH:24]=[CH:23][CH:22]=2)[CH:19]=1.N[C@@H]1CCCC[C@H]1N.C(=O)([O-])[O-].[K+].[K+], predict the reaction product. The product is: [CH3:1][C:2]1[CH:7]=[CH:6][N:5]=[CH:4][C:3]=1[N:8]1[CH2:12][CH2:11][N:10]([C:15]2[CH:16]=[N:17][N:18]([C:20]([C:27]3[CH:32]=[CH:31][CH:30]=[CH:29][CH:28]=3)([C:21]3[CH:22]=[CH:23][CH:24]=[CH:25][CH:26]=3)[C:33]3[CH:38]=[CH:37][CH:36]=[CH:35][CH:34]=3)[CH:19]=2)[C:9]1=[O:13]. (8) Given the reactants [OH2:1].O.[Sn](Cl)Cl.CC1C=C(C([N:15]2[C:21]3[CH:22]=[C:23]([C:26](N4CCCCC4)=[O:27])[CH:24]=[CH:25][C:20]=3[CH2:19][N:18]3[C:34](C(NCC4C=CN=CC=4)=O)=[CH:35][CH:36]=[C:17]3[CH2:16]2)=O)C=CC=1C1C=CC=CC=1C(F)(F)F.[CH3:57]O, predict the reaction product. The product is: [CH3:57][O:1][C:26]([C:23]1[CH:24]=[CH:25][C:20]2[CH2:19][N:18]3[CH:34]=[CH:35][CH:36]=[C:17]3[CH2:16][NH:15][C:21]=2[CH:22]=1)=[O:27].